The task is: Predict the product of the given reaction.. This data is from Forward reaction prediction with 1.9M reactions from USPTO patents (1976-2016). (1) Given the reactants [C:1](O)([C:3]([F:6])([F:5])[F:4])=[O:2].[CH2:8]([N:15]1[CH2:20][CH2:19][CH:18]([N:21]2[C:25]3=[N:26][C:27]([C:36]4[CH:41]=[CH:40][C:39]([NH2:42])=[CH:38][CH:37]=4)=[N:28][C:29]([N:30]4[CH2:35][CH2:34][O:33][CH2:32][CH2:31]4)=[C:24]3[CH:23]=[N:22]2)[CH2:17][CH2:16]1)[C:9]1[CH:14]=[CH:13][CH:12]=[CH:11][CH:10]=1.ClC(Cl)(OC(=O)OC(Cl)(Cl)Cl)Cl, predict the reaction product. The product is: [CH2:8]([N:15]1[CH2:16][CH2:17][CH:18]([N:21]2[C:25]3=[N:26][C:27]([C:36]4[CH:37]=[CH:38][C:39]([NH:42][C:1](=[O:2])[C:3]([F:6])([F:5])[F:4])=[CH:40][CH:41]=4)=[N:28][C:29]([N:30]4[CH2:31][CH2:32][O:33][CH2:34][CH2:35]4)=[C:24]3[CH:23]=[N:22]2)[CH2:19][CH2:20]1)[C:9]1[CH:14]=[CH:13][CH:12]=[CH:11][CH:10]=1. (2) Given the reactants C[O:2][C:3]1[CH:8]=[CH:7][C:6]([C:9]2[C:16]3[S:15][C:14]([NH2:17])=[N:13][C:12]=3[NH:11][N:10]=2)=[CH:5][CH:4]=1.B(Br)(Br)Br, predict the reaction product. The product is: [OH:2][C:3]1[CH:8]=[CH:7][C:6]([C:9]2[C:16]3[S:15][C:14]([NH2:17])=[N:13][C:12]=3[NH:11][N:10]=2)=[CH:5][CH:4]=1.